From a dataset of Forward reaction prediction with 1.9M reactions from USPTO patents (1976-2016). Predict the product of the given reaction. (1) The product is: [C:1]([C:5]1[N:9]([CH2:10][CH:11]2[CH2:16][CH2:15][C:14]([F:18])([F:17])[CH2:13][CH2:12]2)[C:8]2[CH:19]=[CH:20][C:21]([S:23]([N:35]3[CH2:36][CH2:37][O:38][CH:33]([C:31]([NH:30][CH:27]4[CH2:28][CH2:29]4)=[O:32])[CH2:34]3)(=[O:25])=[O:24])=[CH:22][C:7]=2[N:6]=1)([CH3:4])([CH3:3])[CH3:2]. Given the reactants [C:1]([C:5]1[N:9]([CH2:10][CH:11]2[CH2:16][CH2:15][C:14]([F:18])([F:17])[CH2:13][CH2:12]2)[C:8]2[CH:19]=[CH:20][C:21]([S:23](Cl)(=[O:25])=[O:24])=[CH:22][C:7]=2[N:6]=1)([CH3:4])([CH3:3])[CH3:2].[CH:27]1([NH:30][C:31]([CH:33]2[O:38][CH2:37][CH2:36][NH:35][CH2:34]2)=[O:32])[CH2:29][CH2:28]1.CCN(C(C)C)C(C)C, predict the reaction product. (2) Given the reactants Br[C:2]1[C:3]([N:22]([CH2:26][CH3:27])[CH2:23][CH2:24][OH:25])=[N:4][CH:5]=[C:6]([CH:21]=1)[C:7]([NH:9][C:10]1[CH:15]=[CH:14][C:13]([O:16][C:17]([F:20])([F:19])[F:18])=[CH:12][CH:11]=1)=[O:8].[N:28]1[CH:33]=[C:32](B(O)O)[CH:31]=[N:30][CH:29]=1, predict the reaction product. The product is: [CH2:26]([N:22]([CH2:23][CH2:24][OH:25])[C:3]1[C:2]([C:32]2[CH:33]=[N:28][CH:29]=[N:30][CH:31]=2)=[CH:21][C:6]([C:7]([NH:9][C:10]2[CH:15]=[CH:14][C:13]([O:16][C:17]([F:20])([F:19])[F:18])=[CH:12][CH:11]=2)=[O:8])=[CH:5][N:4]=1)[CH3:27]. (3) Given the reactants CC(C)([O-])C.[Na+].[CH3:7][C:8]([C:10]1[CH:11]=[CH:12][C:13]([OH:16])=[CH:14][CH:15]=1)=[O:9].C([O:19][C:20](=O)[CH2:21][CH2:22][CH2:23][CH3:24])C.C(O)(=O)C, predict the reaction product. The product is: [OH:16][C:13]1[CH:14]=[CH:15][C:10]([C:8](=[O:9])[CH2:7][C:20](=[O:19])[CH2:21][CH2:22][CH2:23][CH3:24])=[CH:11][CH:12]=1. (4) Given the reactants CC([N:5]([CH2:9][C@@H:10]([NH:22][C:23]([C:25]1[S:26][C:27]([Cl:37])=[C:28]([C:30]2[N:34]([CH3:35])[N:33]=[CH:32][C:31]=2[Cl:36])[CH:29]=1)=[O:24])[CH2:11][C:12]1[CH:17]=[CH:16][CH:15]=[CH:14][C:13]=1[C:18]([F:21])([F:20])[F:19])C(=O)[O-])(C)C, predict the reaction product. The product is: [NH2:5][CH2:9][C@@H:10]([NH:22][C:23]([C:25]1[S:26][C:27]([Cl:37])=[C:28]([C:30]2[N:34]([CH3:35])[N:33]=[CH:32][C:31]=2[Cl:36])[CH:29]=1)=[O:24])[CH2:11][C:12]1[CH:17]=[CH:16][CH:15]=[CH:14][C:13]=1[C:18]([F:21])([F:20])[F:19]. (5) The product is: [CH2:1]([N:8]1[CH2:9][CH2:10][C:11]([CH2:21][O:22][CH3:26])([NH:14][C:15]2[CH:16]=[CH:17][CH:18]=[CH:19][CH:20]=2)[CH2:12][CH2:13]1)[C:2]1[CH:3]=[CH:4][CH:5]=[CH:6][CH:7]=1. Given the reactants [CH2:1]([N:8]1[CH2:13][CH2:12][C:11]([CH2:21][OH:22])([NH:14][C:15]2[CH:20]=[CH:19][CH:18]=[CH:17][CH:16]=2)[CH2:10][CH2:9]1)[C:2]1[CH:7]=[CH:6][CH:5]=[CH:4][CH:3]=1.[H-].[Na+].I[CH3:26].O, predict the reaction product. (6) Given the reactants [N:1]1[CH:6]=[CH:5][CH:4]=[C:3]([N:7]2[CH:11]=[C:10]([C:12]3[N:17]=[C:16]([C:18]([NH2:20])=[NH:19])[CH:15]=[CH:14][CH:13]=3)[CH:9]=[N:8]2)[CH:2]=1.F[P-](F)(F)(F)(F)F.CN(C)[CH:30]=[CH:31][CH:32]=[N+](C)C.[O-]CC.[Na+], predict the reaction product. The product is: [N:1]1[CH:6]=[CH:5][CH:4]=[C:3]([N:7]2[CH:11]=[C:10]([C:12]3[N:17]=[C:16]([C:18]4[N:20]=[CH:32][CH:31]=[CH:30][N:19]=4)[CH:15]=[CH:14][CH:13]=3)[CH:9]=[N:8]2)[CH:2]=1.